From a dataset of Reaction yield outcomes from USPTO patents with 853,638 reactions. Predict the reaction yield, written as a fraction of the theoretical maximum amount of product (1.0 means a 100% yield; for example, 0.34 means a 34% yield). (1) The reactants are [Cl:1][C:2]1[N:7]=[C:6]2[CH2:8][CH2:9][CH2:10][C:5]2=[C:4]([Cl:11])[CH:3]=1.[Cl:12][C:13]1[CH:14]=[C:15](B(O)O)[CH:16]=[C:17]([Cl:19])[CH:18]=1. No catalyst specified. The product is [ClH:1].[Cl:11][C:4]1[CH:3]=[C:2]([C:15]2[CH:14]=[C:13]([Cl:12])[CH:18]=[C:17]([Cl:19])[CH:16]=2)[N:7]=[C:6]2[CH2:8][CH2:9][CH2:10][C:5]=12. The yield is 1.00. (2) The catalyst is C1COCC1. The product is [CH2:1]([N:8]([CH3:21])[CH2:9]/[CH:10]=[C:11]1\[CH2:12][CH2:13][CH2:14][C:15]2[S:16][CH:17]=[CH:18][C:19]\1=2)[C:2]1[CH:3]=[CH:4][CH:5]=[CH:6][CH:7]=1. The reactants are [CH2:1]([N:8]([CH3:21])[C:9](=O)/[CH:10]=[C:11]1\[CH2:12][CH2:13][CH2:14][C:15]2[S:16][CH:17]=[CH:18][C:19]\1=2)[C:2]1[CH:7]=[CH:6][CH:5]=[CH:4][CH:3]=1.[OH-].[Na+]. The yield is 0.870.